This data is from Reaction yield outcomes from USPTO patents with 853,638 reactions. The task is: Predict the reaction yield, written as a fraction of the theoretical maximum amount of product (1.0 means a 100% yield; for example, 0.34 means a 34% yield). (1) The reactants are [N:1]1[CH:6]=[C:5]([NH2:7])[C:4]([NH2:8])=[C:3]([NH2:9])[CH:2]=1.[C:10]([C:14]1[CH:21]=[CH:20][C:17]([CH:18]=O)=[CH:16][CH:15]=1)([CH3:13])([CH3:12])[CH3:11]. The catalyst is C(O)(C)C.[Pd]. The yield is 0.370. The product is [C:10]([C:14]1[CH:15]=[CH:16][C:17]([C:18]2[NH:8][C:4]3[C:5]([NH2:7])=[CH:6][N:1]=[CH:2][C:3]=3[N:9]=2)=[CH:20][CH:21]=1)([CH3:13])([CH3:12])[CH3:11]. (2) The reactants are [I:1][C:2]1[C:10]2[C:5](=[N:6][CH:7]=[C:8]([C:11]3[CH:12]=[C:13]([C:17]([N:19]4[CH2:24][CH2:23][O:22][CH2:21][CH2:20]4)=[O:18])[CH:14]=[CH:15][CH:16]=3)[CH:9]=2)[NH:4][CH:3]=1.[C:25]1([CH3:35])[CH:30]=[CH:29][C:28]([S:31](Cl)(=[O:33])=[O:32])=[CH:27][CH:26]=1.[OH-].[K+].[OH-].C([N+](CCCC)(CCCC)CCCC)CCC. The catalyst is C1(C)C=CC=CC=1.O. The product is [I:1][C:2]1[C:10]2[C:5](=[N:6][CH:7]=[C:8]([C:11]3[CH:12]=[C:13]([C:17]([N:19]4[CH2:20][CH2:21][O:22][CH2:23][CH2:24]4)=[O:18])[CH:14]=[CH:15][CH:16]=3)[CH:9]=2)[N:4]([S:31]([C:28]2[CH:29]=[CH:30][C:25]([CH3:35])=[CH:26][CH:27]=2)(=[O:33])=[O:32])[CH:3]=1. The yield is 0.740. (3) The reactants are [O:1]1[C:5]2[CH:6]=[CH:7][CH:8]=[CH:9][C:4]=2[C:3]([CH2:10][N:11]2[C:17](=[O:18])[C@@H:16]([NH:19][C:20](=[O:32])[C@@H:21]([N:23]([CH3:31])C(=O)OC(C)(C)C)[CH3:22])[CH2:15][NH:14][C:13]3[CH:33]=[CH:34][CH:35]=[CH:36][C:12]2=3)=[N:2]1.O1C2C=CC=CC=2C(CN2C[C@H](NC(=O)[C@@H](N(C)C(=O)OC(C)(C)C)C)C(=O)NC3C=CC=CC2=3)=N1.N1C=CC=CC=1.[N+:79]([C:82]1[CH:90]=[CH:89][C:85]([C:86]([Cl:88])=[O:87])=[CH:84][CH:83]=1)([O-])=O. The catalyst is C(Cl)Cl.O. The product is [ClH:88].[NH2:79][C:82]1[CH:90]=[CH:89][C:85]([C:86]([N:14]2[CH2:15][C@H:16]([NH:19][C:20](=[O:32])[C@@H:21]([NH:23][CH3:31])[CH3:22])[C:17](=[O:18])[N:11]([CH2:10][C:3]3[C:4]4[CH:9]=[CH:8][CH:7]=[CH:6][C:5]=4[O:1][N:2]=3)[C:12]3[CH:36]=[CH:35][CH:34]=[CH:33][C:13]2=3)=[O:87])=[CH:84][CH:83]=1. The yield is 0.720.